Dataset: Forward reaction prediction with 1.9M reactions from USPTO patents (1976-2016). Task: Predict the product of the given reaction. (1) The product is: [CH2:1]([C:5]1[CH:10]=[C:9]([OH:11])[CH:8]=[C:7]([OH:13])[CH:6]=1)[CH2:2][CH2:3][CH3:4]. Given the reactants [CH2:1]([C:5]1[CH:10]=[C:9]([O:11]C)[CH:8]=[C:7]([O:13]C)[CH:6]=1)[CH2:2][CH2:3][CH3:4].B(Br)(Br)Br, predict the reaction product. (2) The product is: [CH3:1][O:2][C:3]1[CH:8]=[CH:7][C:6]([O:9][C:10]([O:12][CH3:13])=[O:11])=[CH:5][C:4]=1[CH2:14][CH2:15][C:16]([O:18][CH2:19][CH3:20])=[O:17]. Given the reactants [CH3:1][O:2][C:3]1[CH:8]=[CH:7][C:6]([O:9][C:10]([O:12][CH3:13])=[O:11])=[CH:5][C:4]=1[CH:14]=[CH:15][C:16]([O:18][CH2:19][CH3:20])=[O:17], predict the reaction product.